This data is from Reaction yield outcomes from USPTO patents with 853,638 reactions. The task is: Predict the reaction yield, written as a fraction of the theoretical maximum amount of product (1.0 means a 100% yield; for example, 0.34 means a 34% yield). (1) The reactants are [N:1]#[C:2][NH2:3].[C:4]12([C:14](Cl)=[O:15])[CH2:13][CH:8]3[CH2:9][CH:10]([CH2:12][CH:6]([CH2:7]3)[CH2:5]1)[CH2:11]2. The catalyst is [OH-].[Na+].CCOCC. The product is [C:4]12([C:14]([NH:1][C:2]#[N:3])=[O:15])[CH2:11][CH:10]3[CH2:9][CH:8]([CH2:7][CH:6]([CH2:12]3)[CH2:5]1)[CH2:13]2. The yield is 0.780. (2) The reactants are [Cl:1][C:2]1[C:3]([C:28]2[C:36]3[C:31](=[CH:32][CH:33]=[CH:34][CH:35]=3)[N:30](S(C3C=CC=CC=3)(=O)=O)[CH:29]=2)=[N:4][C:5]([NH:8][C:9]2[CH:10]=[C:11]([NH:15][C:16](=[O:27])[CH2:17][CH2:18][NH:19][C:20](=[O:26])[O:21][C:22]([CH3:25])([CH3:24])[CH3:23])[CH:12]=[CH:13][CH:14]=2)=[N:6][CH:7]=1.[OH-].[Na+].[NH4+].[Cl-]. The catalyst is O1CCOCC1.C(Cl)Cl. The product is [Cl:1][C:2]1[C:3]([C:28]2[C:36]3[C:31](=[CH:32][CH:33]=[CH:34][CH:35]=3)[NH:30][CH:29]=2)=[N:4][C:5]([NH:8][C:9]2[CH:10]=[C:11]([NH:15][C:16](=[O:27])[CH2:17][CH2:18][NH:19][C:20](=[O:26])[O:21][C:22]([CH3:24])([CH3:25])[CH3:23])[CH:12]=[CH:13][CH:14]=2)=[N:6][CH:7]=1. The yield is 0.950.